Task: Predict the product of the given reaction.. Dataset: Forward reaction prediction with 1.9M reactions from USPTO patents (1976-2016) (1) Given the reactants [CH:1]([C:4]1[N:9]=[C:8]([C:10]2[CH:19]=[C:18]([O:20][CH:21]3[CH2:38][CH:37]4[CH:23]([C:24](=[O:44])[N:25]([CH3:43])[CH2:26][CH2:27][CH2:28][CH2:29][CH:30]=[CH:31][CH:32]5[C:34]([C:40](O)=[O:41])([NH:35][C:36]4=[O:39])[CH2:33]5)[CH2:22]3)[C:17]3[C:12](=[C:13]([CH3:47])[C:14]([O:45][CH3:46])=[CH:15][CH:16]=3)[N:11]=2)[CH:7]=[CH:6][CH:5]=1)([CH3:3])[CH3:2].C(Cl)CCl.[CH:52]1([S:55]([NH2:58])(=[O:57])=[O:56])[CH2:54][CH2:53]1.C1CCN2C(=NCCC2)CC1, predict the reaction product. The product is: [CH:1]([C:4]1[N:9]=[C:8]([C:10]2[CH:19]=[C:18]([O:20][CH:21]3[CH2:38][CH:37]4[CH:23]([C:24](=[O:44])[N:25]([CH3:43])[CH2:26][CH2:27][CH2:28][CH2:29][CH:30]=[CH:31][CH:32]5[C:34]([C:40]([NH:58][S:55]([CH:52]6[CH2:54][CH2:53]6)(=[O:57])=[O:56])=[O:41])([NH:35][C:36]4=[O:39])[CH2:33]5)[CH2:22]3)[C:17]3[C:12](=[C:13]([CH3:47])[C:14]([O:45][CH3:46])=[CH:15][CH:16]=3)[N:11]=2)[CH:7]=[CH:6][CH:5]=1)([CH3:2])[CH3:3]. (2) Given the reactants [F:1][C:2]1[CH:3]=[C:4]([C:9]2[O:13][CH:12]=[N:11][C:10]=2[CH3:14])[CH:5]=[CH:6][C:7]=1[CH3:8].[Li+].C[Si]([N-][Si](C)(C)C)(C)C.[Cl:25]C(Cl)(Cl)C(Cl)(Cl)Cl, predict the reaction product. The product is: [Cl:25][C:12]1[O:13][C:9]([C:4]2[CH:5]=[CH:6][C:7]([CH3:8])=[C:2]([F:1])[CH:3]=2)=[C:10]([CH3:14])[N:11]=1. (3) Given the reactants [CH2:1]([O:3][C:4]([C:6]1[NH:7][CH:8]=[CH:9][C:10]=1[CH3:11])=[O:5])[CH3:2].[F:12][C:13]1[CH:18]=[CH:17][C:16]([CH2:19][C:20](Cl)=[O:21])=[CH:15][CH:14]=1, predict the reaction product. The product is: [CH2:1]([O:3][C:4]([C:6]1[NH:7][CH:8]=[C:9]([C:20](=[O:21])[CH2:19][C:16]2[CH:17]=[CH:18][C:13]([F:12])=[CH:14][CH:15]=2)[C:10]=1[CH3:11])=[O:5])[CH3:2].